This data is from Peptide-MHC class II binding affinity with 134,281 pairs from IEDB. The task is: Regression. Given a peptide amino acid sequence and an MHC pseudo amino acid sequence, predict their binding affinity value. This is MHC class II binding data. (1) The peptide sequence is ALLVVAVGLRVV. The binding affinity (normalized) is 0.150. The MHC is DRB1_0404 with pseudo-sequence DRB1_0404. (2) The MHC is DRB1_0802 with pseudo-sequence DRB1_0802. The binding affinity (normalized) is 0.198. The peptide sequence is IQLVFSSMINPLVIT. (3) The peptide sequence is GGNFAGGGFGMLLRK. The MHC is HLA-DPA10301-DPB10402 with pseudo-sequence HLA-DPA10301-DPB10402. The binding affinity (normalized) is 0.443.